Dataset: Retrosynthesis with 50K atom-mapped reactions and 10 reaction types from USPTO. Task: Predict the reactants needed to synthesize the given product. (1) The reactants are: COC(=O)c1ccc(Br)cc1.OB(O)c1ccc(C(F)(F)F)cc1. Given the product COC(=O)c1ccc(-c2ccc(C(F)(F)F)cc2)cc1, predict the reactants needed to synthesize it. (2) Given the product CCCC1CC(=O)C2=C(C1)NC(C)=C(C#N)C2c1cc(Br)c(OCCCCNC(=O)C(C)C)c(OCC)c1, predict the reactants needed to synthesize it. The reactants are: CC(C)C(=O)Cl.CCCC1CC(=O)C2=C(C1)NC(C)=C(C#N)C2c1cc(Br)c(OCCCCN)c(OCC)c1. (3) Given the product COC(=O)c1cc(OCc2ccc3ccccc3n2)n[nH]1, predict the reactants needed to synthesize it. The reactants are: COC(=O)c1cc(O)n[nH]1.ClCc1ccc2ccccc2n1.